Dataset: Reaction yield outcomes from USPTO patents with 853,638 reactions. Task: Predict the reaction yield, written as a fraction of the theoretical maximum amount of product (1.0 means a 100% yield; for example, 0.34 means a 34% yield). (1) The reactants are [C:1]([C:3]1[C:7]([C:8]2[CH:13]=[CH:12][C:11]([CH3:14])=[CH:10][CH:9]=2)=[CH:6][NH:5][C:4]=1[N:15]=[CH:16][NH2:17])#[N:2].C[O-].[Na+]. The catalyst is CO. The product is [C:11]1([CH3:14])[CH:10]=[CH:9][C:8]([C:7]2[C:3]3[C:1]([NH2:2])=[N:17][CH:16]=[N:15][C:4]=3[NH:5][CH:6]=2)=[CH:13][CH:12]=1. The yield is 1.00. (2) The reactants are [Cl:1][C:2]1[CH:3]=[C:4]([CH:7]=[C:8]([Cl:10])[CH:9]=1)[CH:5]=[O:6].[F:11][C:12]([Si](C)(C)C)([F:14])[F:13].[F-].C([N+](CCCC)(CCCC)CCCC)CCC. The catalyst is C1COCC1.Cl.O. The product is [Cl:1][C:2]1[CH:3]=[C:4]([CH:5]([OH:6])[C:12]([F:14])([F:13])[F:11])[CH:7]=[C:8]([Cl:10])[CH:9]=1. The yield is 0.600. (3) The reactants are [Cl:1][C:2]1[CH:7]=[CH:6][C:5]([C:8]2[C:9]([C:13]3[CH:18]=[CH:17][C:16]([OH:19])=[CH:15][CH:14]=3)=[CH:10][S:11][CH:12]=2)=[C:4]([O:20][CH3:21])[CH:3]=1.[H-].[Na+].Cl[CH2:25][O:26][CH3:27]. The catalyst is C1COCC1. The product is [Cl:1][C:2]1[CH:7]=[CH:6][C:5]([C:8]2[C:9]([C:13]3[CH:18]=[CH:17][C:16]([O:19][CH2:25][O:26][CH3:27])=[CH:15][CH:14]=3)=[CH:10][S:11][CH:12]=2)=[C:4]([O:20][CH3:21])[CH:3]=1. The yield is 0.900.